Task: Predict the product of the given reaction.. Dataset: Forward reaction prediction with 1.9M reactions from USPTO patents (1976-2016) Given the reactants C([Li])CCC.CCCCCC.[CH3:12][O:13][P:14]([CH3:18])(=[O:17])[O:15][CH3:16].[CH2:19]([P:30](Cl)(=[O:34])[O:31][CH2:32][CH3:33])[CH2:20][CH2:21][CH2:22][CH2:23][CH2:24][CH2:25][CH2:26][CH2:27][CH:28]=[CH2:29].[Cl-].[NH4+], predict the reaction product. The product is: [CH3:12][O:13][P:14]([CH2:18][P:30]([CH2:19][CH2:20][CH2:21][CH2:22][CH2:23][CH2:24][CH2:25][CH2:26][CH2:27][CH:28]=[CH2:29])([O:31][CH2:32][CH3:33])=[O:34])(=[O:17])[O:15][CH3:16].